Dataset: Catalyst prediction with 721,799 reactions and 888 catalyst types from USPTO. Task: Predict which catalyst facilitates the given reaction. Reactant: O[C:2]1[CH:9]=[CH:8][C:5]([CH:6]=O)=[CH:4][C:3]=1OC.CO[C:14]1[CH:19]=[CH:18][C:17]([CH2:20]C(O)=O)=[CH:16][CH:15]=1.N1CCCCC1.C(O)(=O)C. Product: [C:5]1([CH:6]=[CH:20][C:17]2[CH:18]=[CH:19][CH:14]=[CH:15][CH:16]=2)[CH:8]=[CH:9][CH:2]=[CH:3][CH:4]=1. The catalyst class is: 9.